Dataset: Full USPTO retrosynthesis dataset with 1.9M reactions from patents (1976-2016). Task: Predict the reactants needed to synthesize the given product. (1) Given the product [N:9]1([C:2]2[CH:7]=[CH:6][N:5]=[C:4]([NH2:8])[CH:3]=2)[CH2:14][CH2:13][O:12][CH2:11][CH2:10]1, predict the reactants needed to synthesize it. The reactants are: Cl[C:2]1[CH:7]=[CH:6][N:5]=[C:4]([NH2:8])[CH:3]=1.[NH:9]1[CH2:14][CH2:13][O:12][CH2:11][CH2:10]1. (2) Given the product [Cl:27][C:10]1[N:11]=[N:12][C:13]([CH3:22])=[C:14]([C:15]2[CH:20]=[CH:19][C:18]([Cl:21])=[CH:17][CH:16]=2)[C:9]=1[C:4]1[C:5]([F:8])=[CH:6][CH:7]=[C:2]([Cl:1])[C:3]=1[F:24], predict the reactants needed to synthesize it. The reactants are: [Cl:1][C:2]1[C:3]([F:24])=[C:4]([C:9]2[C:10](=O)[NH:11][N:12]=[C:13]([CH3:22])[C:14]=2[C:15]2[CH:20]=[CH:19][C:18]([Cl:21])=[CH:17][CH:16]=2)[C:5]([F:8])=[CH:6][CH:7]=1.P(Cl)(Cl)([Cl:27])=O. (3) Given the product [CH3:1][O:2][C:3]1[CH:4]=[C:5]([CH:13]([CH3:18])[CH2:14][C:15]([Cl:21])=[O:16])[CH:6]=[CH:7][C:8]=1[O:9][CH2:10][C:11]#[CH:12], predict the reactants needed to synthesize it. The reactants are: [CH3:1][O:2][C:3]1[CH:4]=[C:5]([CH:13]([CH3:18])[CH2:14][C:15](O)=[O:16])[CH:6]=[CH:7][C:8]=1[O:9][CH2:10][C:11]#[CH:12].S(Cl)([Cl:21])=O.